This data is from Reaction yield outcomes from USPTO patents with 853,638 reactions. The task is: Predict the reaction yield, written as a fraction of the theoretical maximum amount of product (1.0 means a 100% yield; for example, 0.34 means a 34% yield). (1) The reactants are [CH:1]1([CH:6]([N:12]2[CH:16]=[C:15]([C:17]3[C:18]4[CH:25]=[CH:24][N:23](COCC[Si](C)(C)C)[C:19]=4[N:20]=[CH:21][N:22]=3)[CH:14]=[N:13]2)[CH2:7][CH:8]=[C:9]([F:11])[F:10])[CH2:5][CH2:4][CH2:3][CH2:2]1.[C:34]([OH:40])([C:36]([F:39])([F:38])[F:37])=[O:35]. The catalyst is C(Cl)Cl. The product is [F:37][C:36]([F:39])([F:38])[C:34]([OH:40])=[O:35].[CH:1]1([CH:6]([N:12]2[CH:16]=[C:15]([C:17]3[C:18]4[CH:25]=[CH:24][NH:23][C:19]=4[N:20]=[CH:21][N:22]=3)[CH:14]=[N:13]2)[CH2:7][CH:8]=[C:9]([F:10])[F:11])[CH2:5][CH2:4][CH2:3][CH2:2]1. The yield is 0.980. (2) The reactants are [Cl:1][C:2]1[CH:17]=[CH:16][C:15]([Cl:18])=[CH:14][C:3]=1[O:4][C:5]1[N:13]=[CH:12][CH:11]=[CH:10][C:6]=1[C:7]([OH:9])=O.[CH2:19]([C:21]1[CH:26]=[CH:25][CH:24]=[CH:23][C:22]=1[NH2:27])[CH3:20].[CH2:28](N(CC)CC)C.[I-].ClC1C=CC=C[N+]=1C.[H-].[Na+].IC. The catalyst is ClCCl.CN(C=O)C. The product is [Cl:1][C:2]1[CH:17]=[CH:16][C:15]([Cl:18])=[CH:14][C:3]=1[O:4][C:5]1[N:13]=[CH:12][CH:11]=[CH:10][C:6]=1[C:7]([N:27]([C:22]1[CH:23]=[CH:24][CH:25]=[CH:26][C:21]=1[CH2:19][CH3:20])[CH3:28])=[O:9]. The yield is 0.0800. (3) The yield is 0.780. The product is [ClH:30].[CH3:1][N:2]([CH2:3][C:4]1[O:5][C:6]2[CH:13]=[CH:12][CH:11]=[CH:10][C:7]=2[C:8]=1[CH3:9])[C:53](=[O:54])/[CH:52]=[CH:51]/[C:48]1[CH:49]=[N:50][C:44]2[NH:43][C:42](=[O:56])[CH2:41][N:40]([CH2:39][CH2:38][CH2:37][N:31]3[CH2:32][CH2:33][O:34][CH2:35][CH2:36]3)[CH2:46][C:45]=2[CH:47]=1. The reactants are [CH3:1][NH:2][CH2:3][C:4]1[O:5][C:6]2[CH:13]=[CH:12][CH:11]=[CH:10][C:7]=2[C:8]=1[CH3:9].CNCC1C=CC2C(=CC=CC=2)C=1CCC.[ClH:30].[N:31]1([CH2:37][CH2:38][CH2:39][N:40]2[CH2:46][C:45]3[CH:47]=[C:48](/[CH:51]=[CH:52]/[C:53](O)=[O:54])[CH:49]=[N:50][C:44]=3[NH:43][C:42](=[O:56])[CH2:41]2)[CH2:36][CH2:35][O:34][CH2:33][CH2:32]1.Cl.CN1CC2C=C(/C=C/C(O)=O)C=NC=2NC(=O)C1. No catalyst specified. (4) The reactants are [CH3:1][O:2][C:3]1[CH:4]=[C:5]2[C:10](=[CH:11][C:12]=1[CH3:13])[NH:9][CH:8]=[CH:7][C:6]2=O.P(Cl)(Cl)([Cl:17])=O. No catalyst specified. The product is [Cl:17][C:6]1[C:5]2[C:10](=[CH:11][C:12]([CH3:13])=[C:3]([O:2][CH3:1])[CH:4]=2)[N:9]=[CH:8][CH:7]=1. The yield is 0.710. (5) The reactants are [Br:1][C:2]1[CH:3]=[C:4]([CH2:8][O:9][Si:10]([C:13]([CH3:16])([CH3:15])[CH3:14])([CH3:12])[CH3:11])[CH:5]=[CH:6][CH:7]=1.[CH3:17][C:18]1([CH3:34])[C:22]([CH3:24])([CH3:23])[O:21][B:20]([B:20]2[O:21][C:22]([CH3:24])([CH3:23])[C:18]([CH3:34])([CH3:17])[O:19]2)[O:19]1. The catalyst is O1CCCC1.C(C1C=CN=C(C2C=C(C(C)(C)C)C=CN=2)C=1)(C)(C)C. The product is [Br:1][C:2]1[CH:3]=[C:4]([CH2:8][O:9][Si:10]([C:13]([CH3:16])([CH3:15])[CH3:14])([CH3:11])[CH3:12])[CH:5]=[C:6]([B:20]2[O:21][C:22]([CH3:24])([CH3:23])[C:18]([CH3:34])([CH3:17])[O:19]2)[CH:7]=1. The yield is 0.860. (6) The yield is 0.960. The catalyst is CO. The product is [CH2:12]([O:11][C:8]1[CH:7]=[CH:6][C:5]([CH2:23][C:24]([OH:20])=[O:25])=[CH:10][CH:9]=1)[C:13]1[CH:14]=[CH:15][CH:16]=[CH:17][CH:18]=1. The reactants are C(O[C:5]1[CH:10]=[CH:9][C:8]([O:11][CH2:12][C:13]2[CH:18]=[CH:17][CH:16]=[CH:15][CH:14]=2)=[CH:7][C:6]=1C)(=O)C.[O:20]1[CH2:24][CH2:23]CC1.[OH2:25].O.[OH-].[Li+]. (7) The yield is 0.780. The catalyst is C(Cl)Cl.C1C=CC(/C=C/C(/C=C/C2C=CC=CC=2)=O)=CC=1.C1C=CC(/C=C/C(/C=C/C2C=CC=CC=2)=O)=CC=1.C1C=CC(/C=C/C(/C=C/C2C=CC=CC=2)=O)=CC=1.[Pd].[Pd]. The product is [CH3:8][C@@H:4]1[NH:3][C@H:2]([CH3:1])[CH2:7][N:6]([C:16]2[CH:17]=[CH:18][CH:19]=[CH:20][C:15]=2[CH3:21])[CH2:5]1. The reactants are [CH3:1][C@H:2]1[CH2:7][NH:6][CH2:5][C@@H:4]([CH3:8])[NH:3]1.O(C(C)(C)C)[Na].[C:15]1([CH3:21])[CH:20]=[CH:19][CH:18]=[CH:17][CH:16]=1.BrC1C=CC=CC=1C. (8) The reactants are O1C2C=CC=CC=2C=C1C1CCCOC1[N:16]1[C:24]2[C:19](=[CH:20][C:21]([C:25]([NH:27][CH:28]([CH3:30])[CH3:29])=[O:26])=[CH:22][CH:23]=2)[CH:18]=[N:17]1.Cl.O1[CH2:37][CH2:36][O:35][CH2:34][CH2:33]1. No catalyst specified. The product is [O:35]1[C:36]2[CH:37]=[CH:18][CH:19]=[CH:20][C:21]=2[CH:33]=[C:34]1[C:18]1[C:19]2[C:24](=[CH:23][CH:22]=[C:21]([C:25]([NH:27][CH:28]([CH3:29])[CH3:30])=[O:26])[CH:20]=2)[NH:16][N:17]=1. The yield is 0.0700. (9) The reactants are C[O:2][C:3]1[CH:10]=[C:9]([O:11][C:12]2[CH:17]=[CH:16][CH:15]=[CH:14][CH:13]=2)[CH:8]=[C:7]([CH3:18])[C:4]=1[CH:5]=[O:6].B(Br)(Br)Br.C(=O)=O.CC(C)=O. The catalyst is C(Cl)Cl. The product is [OH:2][C:3]1[CH:10]=[C:9]([O:11][C:12]2[CH:13]=[CH:14][CH:15]=[CH:16][CH:17]=2)[CH:8]=[C:7]([CH3:18])[C:4]=1[CH:5]=[O:6]. The yield is 0.850. (10) The reactants are Br[C:2]1[CH:7]=[CH:6][C:5]([C:8]([OH:11])([CH3:10])[CH3:9])=[C:4]([O:12][CH3:13])[CH:3]=1.[Cl:14][C:15]1[CH:23]=[C:22]2[C:18]([C:19]([C:24]([O:26][CH3:27])=[O:25])=[CH:20][NH:21]2)=[CH:17][C:16]=1B1OCC(C)(C)CO1.C(O)C.C(=O)([O-])[O-].[K+].[K+]. The catalyst is C1(C)C=CC=CC=1.C1C=CC(P(C2C=CC=CC=2)[C-]2C=CC=C2)=CC=1.C1C=CC(P(C2C=CC=CC=2)[C-]2C=CC=C2)=CC=1.Cl[Pd]Cl.[Fe+2].O1CCCC1. The product is [Cl:14][C:15]1[CH:23]=[C:22]2[C:18]([C:19]([C:24]([O:26][CH3:27])=[O:25])=[CH:20][NH:21]2)=[CH:17][C:16]=1[C:2]1[CH:7]=[CH:6][C:5]([C:8]([OH:11])([CH3:10])[CH3:9])=[C:4]([O:12][CH3:13])[CH:3]=1. The yield is 0.590.